From a dataset of Full USPTO retrosynthesis dataset with 1.9M reactions from patents (1976-2016). Predict the reactants needed to synthesize the given product. (1) Given the product [NH2:34][C:28]1([CH2:27][NH:26][C:24]([C:20]2[N:15]3[CH:16]=[C:17]([CH3:19])[CH:18]=[C:13]([O:12][CH2:11][C:10]4[C:9]([F:8])=[CH:45][CH:44]=[CH:43][C:42]=4[F:46])[C:14]3=[N:22][C:21]=2[CH3:23])=[O:25])[CH2:29][CH2:30][CH2:31][CH2:32][CH2:33]1, predict the reactants needed to synthesize it. The reactants are: FC(F)(F)C(O)=O.[F:8][C:9]1[CH:45]=[CH:44][CH:43]=[C:42]([F:46])[C:10]=1[CH2:11][O:12][C:13]1[C:14]2[N:15]([C:20]([C:24]([NH:26][CH2:27][C:28]3([NH:34]C(=O)OC(C)(C)C)[CH2:33][CH2:32][CH2:31][CH2:30][CH2:29]3)=[O:25])=[C:21]([CH3:23])[N:22]=2)[CH:16]=[C:17]([CH3:19])[CH:18]=1.Cl. (2) Given the product [OH:28][C:24]1[CH:25]=[CH:26][C:27]2[C:14]3([C:9]4[C:8](=[CH:13][CH:12]=[CH:11][CH:10]=4)[C:7](=[O:6])[O:33]3)[C:15]3[C:20]([O:21][C:22]=2[CH:23]=1)=[CH:19][C:18]([O:29][CH2:30][CH:31]=[CH2:32])=[CH:17][CH:16]=3, predict the reactants needed to synthesize it. The reactants are: [OH-].[Na+].C([O:6][C:7](=[O:33])[C:8]1[CH:13]=[CH:12][CH:11]=[CH:10][C:9]=1[C:14]1[C:15]2[C:20]([O:21][C:22]3[C:27]=1[CH:26]=[CH:25][C:24](=[O:28])[CH:23]=3)=[CH:19][C:18]([O:29][CH2:30][CH:31]=[CH2:32])=[CH:17][CH:16]=2)C=C. (3) The reactants are: [ClH:1].Cl.Cl.[CH2:4]([N:11]([CH2:25]/[CH:26]=[CH:27]/[C:28]1[CH:29]=[C:30]([CH:34]=[CH:35][CH:36]=1)[C:31]([NH2:33])=[NH:32])[C:12]1[CH:17]=[CH:16][C:15]([O:18][CH:19]2[CH2:24][CH2:23][NH:22][CH2:21][CH2:20]2)=[CH:14][CH:13]=1)[C:5]1[CH:10]=[CH:9][CH:8]=[CH:7][CH:6]=1.Cl.[C:38](=[NH:43])(OCC)[CH3:39].C(N(CC)CC)C.Cl. Given the product [ClH:1].[ClH:1].[ClH:1].[C:38]([N:22]1[CH2:21][CH2:20][CH:19]([O:18][C:15]2[CH:14]=[CH:13][C:12]([N:11]([CH2:25]/[CH:26]=[CH:27]/[C:28]3[CH:29]=[C:30]([CH:34]=[CH:35][CH:36]=3)[C:31]([NH2:33])=[NH:32])[CH2:4][C:5]3[CH:6]=[CH:7][CH:8]=[CH:9][CH:10]=3)=[CH:17][CH:16]=2)[CH2:24][CH2:23]1)(=[NH:43])[CH3:39], predict the reactants needed to synthesize it. (4) Given the product [CH2:19]([NH:26][C:16]([C:7]1[CH:8]=[CH:9][C:10]2[C:15](=[CH:14][CH:13]=[CH:12][CH:11]=2)[C:6]=1[Br:5])=[O:18])[C:20]1[CH:25]=[CH:24][CH:23]=[CH:22][CH:21]=1, predict the reactants needed to synthesize it. The reactants are: O=S(Cl)Cl.[Br:5][C:6]1[C:15]2[C:10](=[CH:11][CH:12]=[CH:13][CH:14]=2)[CH:9]=[CH:8][C:7]=1[C:16]([OH:18])=O.[CH2:19]([NH2:26])[C:20]1[CH:25]=[CH:24][CH:23]=[CH:22][CH:21]=1.CCN(CC)CC. (5) Given the product [NH2:22][C:19]1[CH:18]=[CH:17][C:16]([C:13]2[O:12][C:11]([C@H:10]([NH:25][C:26]3[CH:33]=[CH:32][C:29]([C:30]#[N:31])=[C:28]([Cl:34])[C:27]=3[CH3:35])[C@H:9]([O:8][Si:1]([C:4]([CH3:6])([CH3:7])[CH3:5])([CH3:3])[CH3:2])[CH3:36])=[N:15][N:14]=2)=[CH:21][CH:20]=1, predict the reactants needed to synthesize it. The reactants are: [Si:1]([O:8][C@H:9]([CH3:36])[C@@H:10]([NH:25][C:26]1[CH:33]=[CH:32][C:29]([C:30]#[N:31])=[C:28]([Cl:34])[C:27]=1[CH3:35])[C:11]1[O:12][C:13]([C:16]2[CH:21]=[CH:20][C:19]([N+:22]([O-])=O)=[CH:18][CH:17]=2)=[N:14][N:15]=1)([C:4]([CH3:7])([CH3:6])[CH3:5])([CH3:3])[CH3:2]. (6) The reactants are: Cl[C:2]1[CH:9]=[CH:8][CH:7]=[C:4]([C:5]#[N:6])[C:3]=1[C:10]#[N:11].[CH:12]1[C:25]2[C:16](=[CH:17][C:18]3[C:23]([C:24]=2B(O)O)=[CH:22][CH:21]=[CH:20][CH:19]=3)[CH:15]=[CH:14][CH:13]=1.[F-].[Cs+]. Given the product [CH:15]1[C:16]2[C:25](=[CH:24][C:23]3[C:18]([C:17]=2[C:2]2[CH:9]=[CH:8][CH:7]=[C:4]([C:5]#[N:6])[C:3]=2[C:10]#[N:11])=[CH:19][CH:20]=[CH:21][CH:22]=3)[CH:12]=[CH:13][CH:14]=1, predict the reactants needed to synthesize it.